This data is from Forward reaction prediction with 1.9M reactions from USPTO patents (1976-2016). The task is: Predict the product of the given reaction. (1) Given the reactants [OH:1][C:2]1[CH:3]=[C:4]2[C:8](=[CH:9][CH:10]=1)[NH:7][CH:6]=[CH:5]2.[CH2:11](Br)[CH:12]=[CH2:13].C([O-])([O-])=O.[Cs+].[Cs+], predict the reaction product. The product is: [CH2:13]([O:1][C:2]1[CH:3]=[C:4]2[C:8](=[CH:9][CH:10]=1)[NH:7][CH:6]=[CH:5]2)[CH:12]=[CH2:11]. (2) Given the reactants O=C1C2C(=CC=CC=2)C(=O)[N:3]1[CH2:12][CH2:13][CH2:14][C:15]1[CH:22]=[CH:21][C:18]([C:19]#[N:20])=[CH:17][CH:16]=1.FC(F)(F)C(C1C=CC(CCCN2C(=O)C3C(=CC=CC=3)C2=O)=CC=1)O, predict the reaction product. The product is: [NH2:3][CH2:12][CH2:13][CH2:14][C:15]1[CH:16]=[CH:17][C:18]([C:19]#[N:20])=[CH:21][CH:22]=1. (3) The product is: [ClH:1].[Cl:1][C:2]1[N:7]=[C:6]([C:8]([N:10]([CH3:11])[CH3:12])=[O:9])[CH:5]=[CH:4][C:3]=1[OH:13]. Given the reactants [Cl:1][C:2]1[N:7]=[C:6]([C:8]([N:10]([CH3:12])[CH3:11])=[O:9])[CH:5]=[CH:4][C:3]=1[O:13]COC.FC1C=C(F)C=CC=1C=O, predict the reaction product.